This data is from Full USPTO retrosynthesis dataset with 1.9M reactions from patents (1976-2016). The task is: Predict the reactants needed to synthesize the given product. (1) Given the product [Cl:23][C:19]1[CH:18]=[C:17]2[C:22](=[CH:21][CH:20]=1)[N:14]([CH:11]1[CH2:10][CH2:9][NH:8][CH2:13][CH2:12]1)[C:15](=[O:24])[CH2:16]2, predict the reactants needed to synthesize it. The reactants are: C(OC([N:8]1[CH2:13][CH2:12][CH:11]([N:14]2[C:22]3[C:17](=[CH:18][C:19]([Cl:23])=[CH:20][CH:21]=3)[CH2:16][C:15]2=[O:24])[CH2:10][CH2:9]1)=O)(C)(C)C.C(O)(C(F)(F)F)=O.C(Cl)Cl. (2) Given the product [CH3:24][C:25]([CH3:31])([CH3:30])[CH2:26][C:27]([NH:1][C:2]1[CH:15]=[CH:14][C:5]([C:6]([NH:8][C:9]2[S:10][CH:11]=[CH:12][N:13]=2)=[O:7])=[CH:4][C:3]=1[O:16][CH3:17])=[O:28], predict the reactants needed to synthesize it. The reactants are: [NH2:1][C:2]1[CH:15]=[CH:14][C:5]([C:6]([NH:8][C:9]2[S:10][CH:11]=[CH:12][N:13]=2)=[O:7])=[CH:4][C:3]=1[O:16][CH3:17].N1C=CC=CC=1.[CH3:24][C:25]([CH3:31])([CH3:30])[CH2:26][C:27](Cl)=[O:28]. (3) Given the product [NH:2]=[C:1]([N:37]1[CH2:38][CH2:39][N:34]([C:40](=[O:43])[CH2:41][CH3:42])[CH2:35][CH2:36]1)[C:3]1[CH:4]=[C:5]([NH:9][C:10](=[O:33])[NH:11][C:12]2[CH:17]=[CH:16][C:15]([S:18]([NH:21][CH2:22][C:23]3[CH:28]=[CH:27][C:26]([S:29](=[O:32])(=[O:31])[NH2:30])=[CH:25][CH:24]=3)(=[O:20])=[O:19])=[CH:14][CH:13]=2)[CH:6]=[CH:7][CH:8]=1, predict the reactants needed to synthesize it. The reactants are: [C:1]([C:3]1[CH:4]=[C:5]([NH:9][C:10](=[O:33])[NH:11][C:12]2[CH:17]=[CH:16][C:15]([S:18]([NH:21][CH2:22][C:23]3[CH:28]=[CH:27][C:26]([S:29](=[O:32])(=[O:31])[NH2:30])=[CH:25][CH:24]=3)(=[O:20])=[O:19])=[CH:14][CH:13]=2)[CH:6]=[CH:7][CH:8]=1)#[N:2].[N:34]1([C:40](=[O:43])[CH2:41][CH3:42])[CH2:39][CH2:38][NH:37][CH2:36][CH2:35]1. (4) Given the product [CH3:3][O:4][CH2:5][CH2:6][O:7][C:9]1[C:22]2[C:13](=[C:14]3[C:19](=[CH:20][CH:21]=2)[CH:18]=[CH:17][CH:16]=[N:15]3)[N:12]=[C:11]([CH3:23])[CH:10]=1, predict the reactants needed to synthesize it. The reactants are: [H-].[Na+].[CH3:3][O:4][CH2:5][CH2:6][OH:7].Cl[C:9]1[C:22]2[C:13](=[C:14]3[C:19](=[CH:20][CH:21]=2)[CH:18]=[CH:17][CH:16]=[N:15]3)[N:12]=[C:11]([CH3:23])[CH:10]=1. (5) Given the product [CH3:16][O:14][CH:11]([CH2:12][CH3:13])[CH:9]([C:3]1[CH:8]=[CH:7][CH:6]=[CH:5][CH:4]=1)[CH3:10], predict the reactants needed to synthesize it. The reactants are: [H-].[Na+].[C:3]1([CH:9]([CH:11]([OH:14])[CH2:12][CH3:13])[CH3:10])[CH:8]=[CH:7][CH:6]=[CH:5][CH:4]=1.I[CH3:16]. (6) Given the product [CH2:14]([C:2]1[CH:7]=[CH:6][C:5]([CH3:8])=[CH:4][C:3]=1[N+:9]([O-:11])=[O:10])[CH:13]=[CH2:12], predict the reactants needed to synthesize it. The reactants are: Cl[C:2]1[CH:7]=[CH:6][C:5]([CH3:8])=[CH:4][C:3]=1[N+:9]([O-:11])=[O:10].[CH2:12]([Sn](CCCC)(CCCC)CCCC)[CH:13]=[CH2:14]. (7) Given the product [Cl:1][C:2]1[CH:3]=[C:4]([CH:25]=[CH:26][CH:27]=1)[CH2:5][N:6]1[C:10]([C:11]([OH:13])=[O:12])=[CH:9][C:8]2[S:14][C:15]([C:17]3[S:48][CH:20]=[C:19]([CH3:24])[CH:18]=3)=[CH:16][C:7]1=2, predict the reactants needed to synthesize it. The reactants are: [Cl:1][C:2]1[CH:3]=[C:4]([CH:25]=[CH:26][CH:27]=1)[CH2:5][N:6]1[C:10]([C:11]([OH:13])=[O:12])=[CH:9][C:8]2[S:14][C:15]([C:17]#[C:18][C:19]3[CH:24]=CC=C[CH:20]=3)=[CH:16][C:7]1=2.C(OC(C1N(CC2C=CC=C(Cl)C=2)C2C=C(Br)[S:48]C=2C=1)=O)C.C[Sn](C)(C)C1SC=C(C)C=1.